From a dataset of Catalyst prediction with 721,799 reactions and 888 catalyst types from USPTO. Predict which catalyst facilitates the given reaction. Reactant: [C:1]([NH2:12])(=[O:11])[C:2]1[C:3](=[CH:7][CH:8]=[CH:9][CH:10]=1)[C:4](N)=[O:5].C([O-])([O-])=O.[K+].[K+].[Br:19][CH2:20][CH2:21][CH2:22]Br. Product: [Br:19][CH2:20][CH2:21][CH2:22][N:12]1[C:1](=[O:11])[C:2]2[C:3](=[CH:7][CH:8]=[CH:9][CH:10]=2)[C:4]1=[O:5]. The catalyst class is: 3.